This data is from Full USPTO retrosynthesis dataset with 1.9M reactions from patents (1976-2016). The task is: Predict the reactants needed to synthesize the given product. (1) Given the product [C:56]([OH:65])(=[O:64])[C:57]1[C:58](=[CH:60][CH:61]=[CH:62][CH:63]=1)[OH:59].[NH2:1][C:2]1[C:7]([C:8]([F:9])([F:11])[F:10])=[CH:6][C:5]([CH2:12][C@@H:13]([O:34][C:35]([N:37]2[CH2:38][CH2:39][CH:40]([N:43]3[CH2:49][CH2:48][C:47]4[CH:50]=[CH:51][CH:52]=[CH:53][C:46]=4[NH:45][C:44]3=[O:54])[CH2:41][CH2:42]2)=[O:36])[C:14]([N:16]2[CH2:17][CH2:18][N:19]([CH:22]3[CH2:23][CH2:24][N:25]([CH2:28][C:29]([O:31][CH2:32][CH3:33])=[O:30])[CH2:26][CH2:27]3)[CH2:20][CH2:21]2)=[O:15])=[CH:4][C:3]=1[Cl:55], predict the reactants needed to synthesize it. The reactants are: [NH2:1][C:2]1[C:7]([C:8]([F:11])([F:10])[F:9])=[CH:6][C:5]([CH2:12][C@@H:13]([O:34][C:35]([N:37]2[CH2:42][CH2:41][CH:40]([N:43]3[CH2:49][CH2:48][C:47]4[CH:50]=[CH:51][CH:52]=[CH:53][C:46]=4[NH:45][C:44]3=[O:54])[CH2:39][CH2:38]2)=[O:36])[C:14]([N:16]2[CH2:21][CH2:20][N:19]([CH:22]3[CH2:27][CH2:26][N:25]([CH2:28][C:29]([O:31][CH2:32][CH3:33])=[O:30])[CH2:24][CH2:23]3)[CH2:18][CH2:17]2)=[O:15])=[CH:4][C:3]=1[Cl:55].[C:56]([OH:65])(=[O:64])[C:57]1[C:58](=[CH:60][CH:61]=[CH:62][CH:63]=1)[OH:59]. (2) Given the product [CH2:8]([O:12][S:13]([O-:16])(=[O:15])=[O:14])[CH2:9][CH2:10][CH3:11].[CH2:1]([P+:3]([CH2:6][CH3:7])([CH2:4][CH3:5])[CH2:17][CH2:18][CH2:19][CH3:20])[CH3:2], predict the reactants needed to synthesize it. The reactants are: [CH2:1]([P:3]([CH2:6][CH3:7])[CH2:4][CH3:5])[CH3:2].[CH2:8]([O:12][S:13]([O:16][CH2:17][CH2:18][CH2:19][CH3:20])(=[O:15])=[O:14])[CH2:9][CH2:10][CH3:11]. (3) Given the product [CH3:32][NH:33][C:34]([C:36]1[N:37]=[C:38]([C:45]([F:48])([F:46])[F:47])[N:39]2[CH2:44][CH2:43][N:42]([C:16](=[O:17])[C:15]3[CH:19]=[CH:20][CH:21]=[C:13]([CH2:12][C:5]4[C:6]5[C:11](=[CH:10][CH:9]=[CH:8][CH:7]=5)[C:2](=[O:1])[NH:3][N:4]=4)[CH:14]=3)[CH2:41][C:40]=12)=[O:35], predict the reactants needed to synthesize it. The reactants are: [O:1]=[C:2]1[C:11]2[C:6](=[CH:7][CH:8]=[CH:9][CH:10]=2)[C:5]([CH2:12][C:13]2[CH:14]=[C:15]([CH:19]=[CH:20][CH:21]=2)[C:16](O)=[O:17])=[N:4][NH:3]1.ON1C2C=CC=CC=2N=N1.[CH3:32][NH:33][C:34]([C:36]1[N:37]=[C:38]([C:45]([F:48])([F:47])[F:46])[N:39]2[CH2:44][CH2:43][NH:42][CH2:41][C:40]=12)=[O:35].Cl.C(N=C=NCCCN(C)C)C.C(N(CC)CC)C. (4) The reactants are: C([N:8]1[CH2:25][CH2:24][C:11]2([O:19][C:18]3[CH:17]=[N:16][N:15]([CH:20]([CH3:22])[CH3:21])[C:14]=3[C:13](=[O:23])[CH2:12]2)[CH2:10][CH2:9]1)C1C=CC=CC=1.ClC(OC(Cl)C)=O. Given the product [CH:20]([N:15]1[C:14]2[C:13](=[O:23])[CH2:12][C:11]3([CH2:10][CH2:9][NH:8][CH2:25][CH2:24]3)[O:19][C:18]=2[CH:17]=[N:16]1)([CH3:22])[CH3:21], predict the reactants needed to synthesize it. (5) Given the product [NH2:10][CH:4]([CH:1]1[CH2:2][CH2:3]1)[CH2:7][C:6]([OH:9])=[O:8], predict the reactants needed to synthesize it. The reactants are: [CH:1]1([CH:4]=O)[CH2:3][CH2:2]1.[C:6]([O-:9])(=[O:8])[CH3:7].[NH4+:10].C(O)(=O)CC(O)=O. (6) Given the product [Si:1]([O:8][CH:9]1[CH2:29][CH2:28][CH2:27][C:10]21[O:14][C:13](=[O:15])[N:12]([C:16]1[CH:23]=[CH:22][C:19]([C:20]#[N:21])=[C:18]([Cl:24])[C:17]=1[CH3:25])[CH:11]2[OH:26])([C:4]([CH3:7])([CH3:5])[CH3:6])([CH3:3])[CH3:2], predict the reactants needed to synthesize it. The reactants are: [Si:1]([O:8][CH:9]1[CH2:29][CH2:28][CH2:27][C:10]21[O:14][C:13](=[O:15])[N:12]([C:16]1[CH:23]=[CH:22][C:19]([C:20]#[N:21])=[C:18]([Cl:24])[C:17]=1[CH3:25])[C:11]2=[O:26])([C:4]([CH3:7])([CH3:6])[CH3:5])([CH3:3])[CH3:2].[BH4-].[Na+]. (7) Given the product [CH3:1][O:2][C:3]1[CH:4]=[CH:5][C:6]([CH:9]2[CH:10]3[CH:11]2[C:12](=[O:14])[O:17][C:15]3=[O:16])=[CH:7][CH:8]=1, predict the reactants needed to synthesize it. The reactants are: [CH3:1][O:2][C:3]1[CH:8]=[CH:7][C:6]([CH:9]2[CH:11]([C:12]([OH:14])=O)[CH:10]2[C:15]([OH:17])=[O:16])=[CH:5][CH:4]=1. (8) Given the product [NH:10]1[C:11]2[CH:16]=[CH:15][CH:14]=[CH:13][C:12]=2[N:8]=[C:9]1[C:17]1[C:25]2[C:20](=[CH:21][CH:22]=[C:23]([NH:26][C:27]([CH:29]3[CH2:30][CH2:31]3)=[O:28])[CH:24]=2)[NH:19][N:18]=1, predict the reactants needed to synthesize it. The reactants are: C(O)(C(F)(F)F)=O.[NH:8]1[C:12]2[CH:13]=[CH:14][CH:15]=[CH:16][C:11]=2[N:10]=[C:9]1[C:17]1[C:25]2[C:20](=[CH:21][CH:22]=[C:23]([NH:26][C:27]([CH:29]3[CH2:31][CH2:30]3)=[O:28])[CH:24]=2)[N:19](C2CCCCO2)[N:18]=1. (9) Given the product [CH2:41]([C@:48]([NH:52][C:53](=[O:59])[O:54][C:55]([CH3:58])([CH3:57])[CH3:56])([CH3:51])/[CH:49]=[CH:2]/[C:1]([C:4]1[CH:5]=[C:6]([N:23]([S:24]([CH:27]([CH3:29])[CH3:28])(=[O:25])=[O:26])[CH3:30])[N:7]=[C:8]([N:10]([CH2:16][C:17]2[CH:18]=[CH:19][CH:20]=[CH:21][CH:22]=2)[CH2:11][CH:12]2[CH2:14][CH:13]2[CH3:15])[CH:9]=1)=[O:3])[C:42]1[CH:47]=[CH:46][CH:45]=[CH:44][CH:43]=1, predict the reactants needed to synthesize it. The reactants are: [C:1]([C:4]1[CH:9]=[C:8]([N:10]([CH2:16][C:17]2[CH:22]=[CH:21][CH:20]=[CH:19][CH:18]=2)[CH2:11][CH:12]2[CH2:14][CH:13]2[CH3:15])[N:7]=[C:6]([N:23]([CH3:30])[S:24]([CH:27]([CH3:29])[CH3:28])(=[O:26])=[O:25])[CH:5]=1)(=[O:3])[CH3:2].C[Si]([N-][Si](C)(C)C)(C)C.[Li+].[CH2:41]([C@:48]([NH:52][C:53](=[O:59])[O:54][C:55]([CH3:58])([CH3:57])[CH3:56])([CH3:51])[CH:49]=O)[C:42]1[CH:47]=[CH:46][CH:45]=[CH:44][CH:43]=1.